This data is from Full USPTO retrosynthesis dataset with 1.9M reactions from patents (1976-2016). The task is: Predict the reactants needed to synthesize the given product. Given the product [N:29]1([C:27]([C:22]2[N:23]([CH3:26])[N:24]=[CH:25][C:21]=2[NH:20][C:10]([C:8]2[C:7]([NH:13][C:14]3[CH:15]=[N:16][CH:17]=[CH:18][CH:19]=3)=[N:6][CH:5]=[C:4]([CH:1]3[CH2:2][CH2:3]3)[N:9]=2)=[O:12])=[O:28])[CH2:30][CH2:31][CH2:32]1, predict the reactants needed to synthesize it. The reactants are: [CH:1]1([C:4]2[N:9]=[C:8]([C:10]([OH:12])=O)[C:7]([NH:13][C:14]3[CH:15]=[N:16][CH:17]=[CH:18][CH:19]=3)=[N:6][CH:5]=2)[CH2:3][CH2:2]1.[NH2:20][C:21]1[CH:25]=[N:24][N:23]([CH3:26])[C:22]=1[C:27]([N:29]1[CH2:32][CH2:31][CH2:30]1)=[O:28].